Dataset: Full USPTO retrosynthesis dataset with 1.9M reactions from patents (1976-2016). Task: Predict the reactants needed to synthesize the given product. (1) Given the product [Cl:1][C:2]1[CH:3]=[C:4]([NH:5][C:37]([C@@H:24]2[C@@H:25]([C:26]3[CH:33]=[CH:31][N:30]=[CH:34][CH:36]=3)[C@H:46]3[O:45][C@@H:42]2[CH2:43][CH2:47]3)=[O:38])[CH:6]=[CH:7][C:8]=1[Cl:9], predict the reactants needed to synthesize it. The reactants are: [Cl:1][C:2]1[CH:3]=[C:4]([CH:6]=[CH:7][C:8]=1[Cl:9])[NH2:5].C(P1(=O)OP(CCC)(=O)OP([CH2:24][CH2:25][CH3:26])(=O)O1)CC.CC[N:30]([CH:34]([CH3:36])C)[CH:31]([CH3:33])C.[CH3:37][OH:38].C(Cl)Cl.[C:42]([O:45][CH2:46][CH3:47])(=O)[CH3:43]. (2) Given the product [Cl:1][C:2]1[CH:3]=[CH:4][C:5]([C:8]2[S:12][C:11]([C:13]([OH:15])=[O:14])=[C:10]([C:18]3[CH:23]=[CH:22][C:21]([S:24](=[O:26])(=[O:27])[NH2:25])=[CH:20][CH:19]=3)[C:9]=2[N:28]([CH3:30])[CH3:29])=[CH:6][CH:7]=1, predict the reactants needed to synthesize it. The reactants are: [Cl:1][C:2]1[CH:7]=[CH:6][C:5]([C:8]2[S:12][C:11]([C:13]([O:15]CC)=[O:14])=[C:10]([C:18]3[CH:23]=[CH:22][C:21]([S:24](=[O:27])(=[O:26])[NH2:25])=[CH:20][CH:19]=3)[C:9]=2[N:28]([CH3:30])[CH3:29])=[CH:4][CH:3]=1.[OH-].[Na+].Cl. (3) Given the product [Si:7]([O:6][CH2:5][C:4]1[CH:3]=[C:2]([CH2:20][CH:21]([OH:23])[CH3:22])[CH:16]=[CH:15][CH:14]=1)([C:10]([CH3:13])([CH3:12])[CH3:11])([CH3:9])[CH3:8], predict the reactants needed to synthesize it. The reactants are: Br[C:2]1[CH:3]=[C:4]([CH:14]=[CH:15][CH:16]=1)[CH2:5][O:6][Si:7]([C:10]([CH3:13])([CH3:12])[CH3:11])([CH3:9])[CH3:8].[Mg].II.[CH2:20]1[O:23][C@@H:21]1[CH3:22].[Cl-].[NH4+].[OH-].[NH4+]. (4) Given the product [Cl:11][C:12]1[CH:13]=[CH:14][C:15]([C:2]2[CH:8]=[C:7]([F:9])[C:5]([NH2:6])=[C:4]([F:10])[CH:3]=2)=[CH:16][C:17]=1[O:18][CH3:19], predict the reactants needed to synthesize it. The reactants are: Br[C:2]1[CH:8]=[C:7]([F:9])[C:5]([NH2:6])=[C:4]([F:10])[CH:3]=1.[Cl:11][C:12]1[C:17]([O:18][CH3:19])=[CH:16][C:15](B(O)O)=[CH:14][CH:13]=1. (5) Given the product [F:1][C:2]1[CH:3]=[CH:4][C:5]([N:8]2[C:12]([CH2:13][O:14][C:17]3[N:22]=[CH:21][C:20]4[C:23](=[O:29])[N:24]([CH:26]([CH3:27])[CH3:28])[CH2:25][C:19]=4[CH:18]=3)=[C:11]([CH3:15])[N:10]=[N:9]2)=[CH:6][CH:7]=1, predict the reactants needed to synthesize it. The reactants are: [F:1][C:2]1[CH:7]=[CH:6][C:5]([N:8]2[C:12]([CH2:13][OH:14])=[C:11]([CH3:15])[N:10]=[N:9]2)=[CH:4][CH:3]=1.O[C:17]1[N:22]=[CH:21][C:20]2[C:23](=[O:29])[N:24]([CH:26]([CH3:28])[CH3:27])[CH2:25][C:19]=2[CH:18]=1.C1(P(C2C=CC=CC=2)C2C=CC=CC=2)C=CC=CC=1.N(C(OCC)=O)=NC(OCC)=O. (6) Given the product [Cl:1][C:2]1[N:3]=[C:4]2[CH:9]=[CH:8][C:7]([CH2:10][CH2:11][CH3:12])=[N:6][N:5]2[C:13]=1[S:15]([Cl:14])(=[O:17])=[O:16], predict the reactants needed to synthesize it. The reactants are: [Cl:1][C:2]1[N:3]=[C:4]2[CH:9]=[CH:8][C:7]([CH2:10][CH2:11][CH3:12])=[N:6][N:5]2[CH:13]=1.[Cl:14][S:15](O)(=[O:17])=[O:16].C(N(CC)CC)C.P(Cl)(Cl)(Cl)=O. (7) Given the product [C:1]([O:5][C:6](=[O:17])[NH:7][C:8]1([CH:11]=[O:16])[CH2:9][CH2:10]1)([CH3:4])([CH3:2])[CH3:3], predict the reactants needed to synthesize it. The reactants are: [C:1]([O:5][C:6](=[O:17])[NH:7][C:8]1([C:11](=[O:16])N(OC)C)[CH2:10][CH2:9]1)([CH3:4])([CH3:3])[CH3:2].CCOCC.[H-].[Al+3].[Li+].[H-].[H-].[H-]. (8) Given the product [Br:1][C:2]1[CH:3]=[C:4]2[C:9](=[C:10]([Br:26])[C:11]=1[CH2:12][N:13]1[CH2:18][CH2:17][NH:16][CH2:15][CH2:14]1)[N:8]=[CH:7][N:6]([CH2:27][C:28]1[CH:33]=[C:32]([Cl:34])[CH:31]=[CH:30][C:29]=1[S:35]([CH2:38][CH3:39])(=[O:36])=[O:37])[C:5]2=[O:40], predict the reactants needed to synthesize it. The reactants are: [Br:1][C:2]1[CH:3]=[C:4]2[C:9](=[C:10]([Br:26])[C:11]=1[CH2:12][N:13]1[CH2:18][CH2:17][N:16](C(OC(C)(C)C)=O)[CH2:15][CH2:14]1)[N:8]=[CH:7][N:6]([CH2:27][C:28]1[CH:33]=[C:32]([Cl:34])[CH:31]=[CH:30][C:29]=1[S:35]([CH2:38][CH3:39])(=[O:37])=[O:36])[C:5]2=[O:40].Cl.C(S(N1C=CC=C1CN)(=O)=O)C. (9) The reactants are: N([C:4]([C:6]1[CH:11]=[CH:10][CH:9]=[C:8]([Cl:12])[CH:7]=1)=[CH2:5])=[N+]=[N-].[C:13]([C:16]1[C:24]2[C:19](=[CH:20][N:21]=[CH:22][CH:23]=2)[N:18]([CH2:25][C:26]([O:28][CH3:29])=[O:27])[N:17]=1)(=[O:15])[CH3:14].[C:30](#N)C. Given the product [C:13]([C:16]1[C:24]2[CH:23]=[CH:22][N:21]3[C:20]([C:19]=2[N:18]([CH2:25][C:26]([O:28][CH3:29])=[O:27])[N:17]=1)=[CH:5][C:4]([C:6]1[CH:11]=[CH:10][CH:9]=[C:8]([Cl:12])[CH:7]=1)=[CH:30]3)(=[O:15])[CH3:14], predict the reactants needed to synthesize it.